This data is from Forward reaction prediction with 1.9M reactions from USPTO patents (1976-2016). The task is: Predict the product of the given reaction. (1) Given the reactants [CH3:1][C:2]1[CH:3]=[N:4][C:5]2[C:10]([CH:11]=1)=[CH:9][C:8]([OH:12])=[C:7]([C:13]1[N:14]=[N:15][C:16]([N:19]([CH3:30])[CH:20]3[CH2:25][C:24]([CH3:27])([CH3:26])[NH:23][C:22]([CH3:29])([CH3:28])[CH2:21]3)=[CH:17][CH:18]=1)[CH:6]=2.[Br:31]N1C(=O)CCC1=O, predict the reaction product. The product is: [Br:31][C:9]1[C:8]([OH:12])=[C:7]([C:13]2[N:14]=[N:15][C:16]([N:19]([CH3:30])[CH:20]3[CH2:25][C:24]([CH3:26])([CH3:27])[NH:23][C:22]([CH3:29])([CH3:28])[CH2:21]3)=[CH:17][CH:18]=2)[CH:6]=[C:5]2[C:10]=1[CH:11]=[C:2]([CH3:1])[CH:3]=[N:4]2. (2) Given the reactants [OH:1]/[N:2]=[C:3](\[NH2:12])/[C:4]1[CH:9]=[CH:8][C:7]([CH:10]=[CH2:11])=[CH:6][CH:5]=1.[C:13]1([C:19]2[C:23]([C:24]([F:27])([F:26])[F:25])=[C:22]([C:28](F)=O)[O:21][N:20]=2)[CH:18]=[CH:17][CH:16]=[CH:15][CH:14]=1.CCN(C(C)C)C(C)C, predict the reaction product. The product is: [C:13]1([C:19]2[C:23]([C:24]([F:26])([F:27])[F:25])=[C:22]([C:28]3[O:1][N:2]=[C:3]([C:4]4[CH:9]=[CH:8][C:7]([CH:10]=[CH2:11])=[CH:6][CH:5]=4)[N:12]=3)[O:21][N:20]=2)[CH:14]=[CH:15][CH:16]=[CH:17][CH:18]=1. (3) Given the reactants O1[C:6]2[CH:7]=[CH:8][C:9]([NH:11][N:12]=[C:13]([C:16]#[N:17])[C:14]#[N:15])=[CH:10][C:5]=2[O:4][CH2:3][CH2:2]1.C(#N)CC#N.[OH2:23].[NH2:24][NH2:25], predict the reaction product. The product is: [NH2:17][C:16]1[C:13](=[N:12][NH:11][C:9]2[CH:8]=[CH:7][C:6]3[O:23][CH2:2][CH2:3][O:4][C:5]=3[CH:10]=2)[C:14]([NH2:15])=[N:25][N:24]=1. (4) Given the reactants [OH:1][C:2]12[C:13]3[C:8](=[C:9]([N+:14]([O-])=O)[CH:10]=[CH:11][CH:12]=3)[C:7](=[O:17])[C:6]1([NH:18][C:19](=[O:26])[CH2:20][N:21]1[CH:25]=[N:24][N:23]=[N:22]1)[C:5]1[CH:27]=[CH:28][C:29]([CH:31]([CH3:33])[CH3:32])=[CH:30][C:4]=1[O:3]2.O.Cl, predict the reaction product. The product is: [NH2:14][C:9]1[CH:10]=[CH:11][CH:12]=[C:13]2[C:8]=1[C:7](=[O:17])[C:6]1([NH:18][C:19](=[O:26])[CH2:20][N:21]3[CH:25]=[N:24][N:23]=[N:22]3)[C:5]3[CH:27]=[CH:28][C:29]([CH:31]([CH3:33])[CH3:32])=[CH:30][C:4]=3[O:3][C:2]12[OH:1]. (5) Given the reactants [N+:1]([C:4]1[CH:12]=[CH:11][CH:10]=[C:9]2[C:5]=1[CH:6]([CH2:13][CH2:14][C:15]([O:17][CH2:18][CH3:19])=[O:16])[CH2:7][NH:8]2)([O-:3])=[O:2].C(=O)([O-])[O-].[Na+].[Na+].[I-].[K+].Br[CH2:29][C:30]([O:32][C:33]([CH3:36])([CH3:35])[CH3:34])=[O:31], predict the reaction product. The product is: [C:33]([O:32][C:30](=[O:31])[CH2:29][N:8]1[C:9]2[C:5](=[C:4]([N+:1]([O-:3])=[O:2])[CH:12]=[CH:11][CH:10]=2)[CH:6]([CH2:13][CH2:14][C:15]([O:17][CH2:18][CH3:19])=[O:16])[CH2:7]1)([CH3:36])([CH3:35])[CH3:34]. (6) Given the reactants [C:1]1([CH3:11])[CH:6]=[CH:5][C:4]([S:7]([CH3:10])(=[O:9])=[O:8])=[CH:3][CH:2]=1.C([Li])CCC.C(OP(Cl)(OCC)=O)C.[N+:26]([C:29]1[CH:36]=[CH:35][C:32]([CH:33]=O)=[CH:31][CH:30]=1)([O-:28])=[O:27], predict the reaction product. The product is: [CH3:11][C:1]1[CH:6]=[CH:5][C:4]([S:7](/[CH:10]=[CH:33]/[C:32]2[CH:35]=[CH:36][C:29]([N+:26]([O-:28])=[O:27])=[CH:30][CH:31]=2)(=[O:9])=[O:8])=[CH:3][CH:2]=1.